Dataset: Peptide-MHC class I binding affinity with 185,985 pairs from IEDB/IMGT. Task: Regression. Given a peptide amino acid sequence and an MHC pseudo amino acid sequence, predict their binding affinity value. This is MHC class I binding data. (1) The peptide sequence is GLKISLCGI. The MHC is HLA-B51:01 with pseudo-sequence HLA-B51:01. The binding affinity (normalized) is 0.0847. (2) The peptide sequence is QHSFMANRM. The MHC is HLA-B39:01 with pseudo-sequence HLA-B39:01. The binding affinity (normalized) is 0.498. (3) The peptide sequence is YWISNGTGNI. The MHC is HLA-A23:01 with pseudo-sequence HLA-A23:01. The binding affinity (normalized) is 0.528. (4) The peptide sequence is WLGARFLEF. The MHC is HLA-B08:01 with pseudo-sequence HLA-B08:01. The binding affinity (normalized) is 0.982. (5) The peptide sequence is ALYGVWPLLL. The MHC is HLA-A02:02 with pseudo-sequence HLA-A02:02. The binding affinity (normalized) is 0.798. (6) The peptide sequence is FQFPTAFEF. The MHC is Mamu-B3901 with pseudo-sequence Mamu-B3901. The binding affinity (normalized) is 0.445. (7) The binding affinity (normalized) is 0.0847. The peptide sequence is TPREAPYEL. The MHC is HLA-A02:19 with pseudo-sequence HLA-A02:19. (8) The peptide sequence is VVPSYIPLV. The MHC is HLA-B15:01 with pseudo-sequence HLA-B15:01. The binding affinity (normalized) is 0.0847. (9) The binding affinity (normalized) is 0.0847. The MHC is HLA-A80:01 with pseudo-sequence HLA-A80:01. The peptide sequence is GLYNRHRGR.